Dataset: Forward reaction prediction with 1.9M reactions from USPTO patents (1976-2016). Task: Predict the product of the given reaction. Given the reactants [Cl:1][C:2]1[CH:3]=[CH:4][C:5]([C:28]#[N:29])=[C:6]([C:8]2[C:13]([O:14][CH3:15])=[CH:12][N:11]([CH:16]([CH2:20][C@@H:21]3[CH2:26][CH2:25][CH2:24][CH2:23][O:22]3)[C:17](O)=[O:18])[C:10](=[O:27])[CH:9]=2)[CH:7]=1.[NH2:30][C:31]1[CH:32]=[CH:33][C:34]2[N:35]([CH:37]=[C:38]([C:40]([O:42][CH2:43][CH3:44])=[O:41])[N:39]=2)[CH:36]=1, predict the reaction product. The product is: [Cl:1][C:2]1[CH:3]=[CH:4][C:5]([C:28]#[N:29])=[C:6]([C:8]2[C:13]([O:14][CH3:15])=[CH:12][N:11]([CH:16]([CH2:20][C@@H:21]3[CH2:26][CH2:25][CH2:24][CH2:23][O:22]3)[C:17]([NH:30][C:31]3[CH:32]=[CH:33][C:34]4[N:35]([CH:37]=[C:38]([C:40]([O:42][CH2:43][CH3:44])=[O:41])[N:39]=4)[CH:36]=3)=[O:18])[C:10](=[O:27])[CH:9]=2)[CH:7]=1.